This data is from Full USPTO retrosynthesis dataset with 1.9M reactions from patents (1976-2016). The task is: Predict the reactants needed to synthesize the given product. (1) The reactants are: [Cl:1][C:2]1[CH:3]=[C:4]([CH:25]=[CH:26][C:27]=1[Cl:28])[O:5][C:6]1[CH:11]=[CH:10][CH:9]=[CH:8][C:7]=1[NH:12][S:13]([C:16]1[CH:24]=[CH:23][C:19]([C:20]([OH:22])=O)=[CH:18][CH:17]=1)(=[O:15])=[O:14].[N:29]1([CH2:35][C:36]([N:38]2[CH2:43][CH2:42][CH2:41][CH2:40][CH2:39]2)=[O:37])[CH2:34][CH2:33][NH:32][CH2:31][CH2:30]1. Given the product [Cl:1][C:2]1[CH:3]=[C:4]([CH:25]=[CH:26][C:27]=1[Cl:28])[O:5][C:6]1[CH:11]=[CH:10][CH:9]=[CH:8][C:7]=1[NH:12][S:13]([C:16]1[CH:17]=[CH:18][C:19]([C:20]([N:32]2[CH2:31][CH2:30][N:29]([CH2:35][C:36](=[O:37])[N:38]3[CH2:39][CH2:40][CH2:41][CH2:42][CH2:43]3)[CH2:34][CH2:33]2)=[O:22])=[CH:23][CH:24]=1)(=[O:15])=[O:14], predict the reactants needed to synthesize it. (2) Given the product [CH2:2]([N:9]1[CH:10]2[CH2:11][CH2:12][CH2:13][CH:14]1[C:15](=[O:17])[N:28]([C:27]1[CH:29]=[CH:30][C:24]([O:23][C:22]([F:21])([F:31])[F:32])=[CH:25][CH:26]=1)[C:18]2=[O:20])[C:3]1[CH:4]=[CH:5][CH:6]=[CH:7][CH:8]=1, predict the reactants needed to synthesize it. The reactants are: Cl.[CH2:2]([N:9]1[C@H:14]([C:15]([OH:17])=O)[CH2:13][CH2:12][CH2:11][C@@H:10]1[C:18]([OH:20])=O)[C:3]1[CH:8]=[CH:7][CH:6]=[CH:5][CH:4]=1.[F:21][C:22]([F:32])([F:31])[O:23][C:24]1[CH:30]=[CH:29][C:27]([NH2:28])=[CH:26][CH:25]=1.C(=O)=O. (3) Given the product [F:26][C:24]1[CH:23]=[CH:22][C:19]2[S:20][CH:21]=[C:17]([CH2:16][N:7]3[C:8]4[C:13](=[CH:12][CH:11]=[CH:10][CH:9]=4)[CH:14]=[C:6]3[C:4]([OH:3])=[O:5])[C:18]=2[CH:25]=1, predict the reactants needed to synthesize it. The reactants are: C([O:3][C:4]([C:6]1[NH:7][C:8]2[C:13]([CH:14]=1)=[CH:12][CH:11]=[CH:10][CH:9]=2)=[O:5])C.Br[CH2:16][C:17]1[C:18]2[CH:25]=[C:24]([F:26])[CH:23]=[CH:22][C:19]=2[S:20][CH:21]=1.